This data is from Reaction yield outcomes from USPTO patents with 853,638 reactions. The task is: Predict the reaction yield, written as a fraction of the theoretical maximum amount of product (1.0 means a 100% yield; for example, 0.34 means a 34% yield). The reactants are Cl[C:2]1[N:7]=[CH:6][CH:5]=[CH:4][N:3]=1.[Cl:8][C:9]1[CH:14]=[CH:13][CH:12]=[CH:11][C:10]=1[C@H:15]([N:25]([C:34]1[CH:39]=[CH:38][CH:37]=[C:36]([F:40])[CH:35]=1)[C:26]([C@@H:28]1[CH2:32][C@@H:31]([OH:33])[CH2:30][NH:29]1)=[O:27])[C:16]([NH:18][CH:19]1[CH2:22][C:21]([F:24])([F:23])[CH2:20]1)=[O:17].C([O-])([O-])=O.[K+].[K+].O. The catalyst is CCO. The product is [Cl:8][C:9]1[CH:14]=[CH:13][CH:12]=[CH:11][C:10]=1[C@H:15]([N:25]([C:34]1[CH:39]=[CH:38][CH:37]=[C:36]([F:40])[CH:35]=1)[C:26]([C@@H:28]1[CH2:32][C@@H:31]([OH:33])[CH2:30][N:29]1[C:2]1[N:7]=[CH:6][CH:5]=[CH:4][N:3]=1)=[O:27])[C:16]([NH:18][CH:19]1[CH2:22][C:21]([F:23])([F:24])[CH2:20]1)=[O:17]. The yield is 0.190.